This data is from Reaction yield outcomes from USPTO patents with 853,638 reactions. The task is: Predict the reaction yield, written as a fraction of the theoretical maximum amount of product (1.0 means a 100% yield; for example, 0.34 means a 34% yield). (1) The reactants are [C:1]([C:4]1[S:5]C(Cl)=C[CH:8]=1)(=O)[CH3:2].[Cl:10][C:11]1[S:15][C:14]([C:16]([CH2:18][C:19]#[N:20])=[O:17])=[CH:13][CH:12]=1.N1CCOCC1.[S]. The catalyst is CC(=O)CC. The product is [NH2:20][C:19]1[S:5][C:4]([CH3:8])=[C:1]([CH3:2])[C:18]=1[C:16]([C:14]1[S:15][C:11]([Cl:10])=[CH:12][CH:13]=1)=[O:17]. The yield is 0.460. (2) The reactants are [NH2:1][C:2]1[N:7]=[CH:6][C:5]([C:8]2[CH:9]=[C:10]([NH2:19])[C:11]([NH:14][C:15]([CH3:18])([CH3:17])[CH3:16])=[CH:12][CH:13]=2)=[CH:4][N:3]=1.[Br:20][C:21]1[CH:28]=[CH:27][CH:26]=[CH:25][C:22]=1[CH:23]=O.OOS([O-])=O.[K+].S([O-])([O-])(=O)=S.[Na+].[Na+]. The catalyst is CN(C=O)C.O. The product is [Br:20][C:21]1[CH:28]=[CH:27][CH:26]=[CH:25][C:22]=1[C:23]1[N:14]([C:15]([CH3:16])([CH3:18])[CH3:17])[C:11]2[CH:12]=[CH:13][C:8]([C:5]3[CH:4]=[N:3][C:2]([NH2:1])=[N:7][CH:6]=3)=[CH:9][C:10]=2[N:19]=1. The yield is 0.480. (3) The yield is 0.980. The product is [Cl:30][C:19]1[CH:18]=[C:17]([O:16][C:10]2[C:9]3[C:14](=[CH:15][C:6]([O:5][CH2:4][CH2:3][CH2:2][N:40]([CH2:41][CH2:42][OH:43])[CH3:39])=[C:7]([O:31][CH3:32])[CH:8]=3)[N:13]=[CH:12][CH:11]=2)[CH:22]=[CH:21][C:20]=1[NH:23][C:24]([NH:26][CH2:27][CH2:28][CH3:29])=[O:25]. The catalyst is CN(C)C=O. The reactants are Br[CH2:2][CH2:3][CH2:4][O:5][C:6]1[CH:15]=[C:14]2[C:9]([C:10]([O:16][C:17]3[CH:22]=[CH:21][C:20]([NH:23][C:24]([NH:26][CH2:27][CH2:28][CH3:29])=[O:25])=[C:19]([Cl:30])[CH:18]=3)=[CH:11][CH:12]=[N:13]2)=[CH:8][C:7]=1[O:31][CH3:32].C(=O)([O-])[O-].[K+].[K+].[CH3:39][NH:40][CH2:41][CH2:42][OH:43].O. (4) The reactants are [N:1]1([C:7]2[S:8][C:9]([C:23]#[N:24])=[C:10]([CH2:12][C:13]3[CH:22]=[CH:21][C:20]4[C:15](=[CH:16][CH:17]=[CH:18][CH:19]=4)[CH:14]=3)[N:11]=2)[CH2:6][CH2:5][O:4][CH2:3][CH2:2]1.[N-:25]=[N+:26]=[N-:27].[Na+].[Cl-].[NH4+].O. The catalyst is CN(C)C=O.CCOC(C)=O. The product is [CH:14]1[C:15]2[C:20](=[CH:19][CH:18]=[CH:17][CH:16]=2)[CH:21]=[CH:22][C:13]=1[CH2:12][C:10]1[N:11]=[C:7]([N:1]2[CH2:6][CH2:5][O:4][CH2:3][CH2:2]2)[S:8][C:9]=1[C:23]1[NH:27][N:26]=[N:25][N:24]=1. The yield is 0.437. (5) The reactants are [C:1]([C:3]1[CH:8]=[CH:7][C:6]([C:9]2[N:13]([C:14]3[CH:15]=[N:16][CH:17]=[CH:18][CH:19]=3)[N:12]=[C:11]([C:20]([OH:22])=O)[CH:10]=2)=[CH:5][CH:4]=1)#[N:2].[CH3:23][NH:24][CH2:25][CH3:26]. No catalyst specified. The product is [CH2:25]([N:24]([CH3:23])[C:20]([C:11]1[CH:10]=[C:9]([C:6]2[CH:5]=[CH:4][C:3]([C:1]#[N:2])=[CH:8][CH:7]=2)[N:13]([C:14]2[CH:15]=[N:16][CH:17]=[CH:18][CH:19]=2)[N:12]=1)=[O:22])[CH3:26]. The yield is 0.970. (6) The reactants are [CH3:1][CH:2]1[CH2:7][CH:6](O)[CH:5]=[C:4]([C:9]2[CH:14]=[CH:13][N:12]=[CH:11][C:10]=2[N+:15]([O-:17])=[O:16])[CH2:3]1.CC1C=CC(S(O)(=O)=O)=CC=1.CCOC(C)=O. The catalyst is O1CCOCC1. The product is [CH3:1][CH:2]1[CH2:3][C:4]([C:9]2[CH:14]=[CH:13][N:12]=[CH:11][C:10]=2[N+:15]([O-:17])=[O:16])=[CH:5][CH:6]=[CH:7]1. The yield is 0.680. (7) The reactants are [F:1][C:2]1[CH:7]=[CH:6][C:5]([C:8]([C:10]2[N:19]=[C:18]([NH:20][C:21]3[CH:25]=[C:24]([CH3:26])[NH:23][N:22]=3)[C:17]3[C:12](=[CH:13][CH:14]=[CH:15][CH:16]=3)[N:11]=2)=O)=[CH:4][CH:3]=1.[CH:27]1([NH2:30])[CH2:29][CH2:28]1.[BH4-].[Na+].CO. The catalyst is CC(O)C. The product is [CH:27]1([NH:30][CH:8]([C:5]2[CH:6]=[CH:7][C:2]([F:1])=[CH:3][CH:4]=2)[C:10]2[N:19]=[C:18]([NH:20][C:21]3[CH:25]=[C:24]([CH3:26])[NH:23][N:22]=3)[C:17]3[C:12](=[CH:13][CH:14]=[CH:15][CH:16]=3)[N:11]=2)[CH2:29][CH2:28]1. The yield is 0.0900. (8) The reactants are [Br:1][C:2]1[C:3]([F:12])=[C:4]2[C:10]([NH2:11])=[CH:9][NH:8][C:5]2=[N:6][CH:7]=1.[F:13][C:14]([F:25])([F:24])[C:15]1[CH:16]=[C:17]([CH:21]=[CH:22][CH:23]=1)[C:18](O)=[O:19].C1N(P(Cl)(N2C(=O)OCC2)=O)C(=O)OC1.C(N(CC)CC)C. The catalyst is C(Cl)Cl. The product is [Br:1][C:2]1[C:3]([F:12])=[C:4]2[C:10]([NH:11][C:18](=[O:19])[C:17]3[CH:21]=[CH:22][CH:23]=[C:15]([C:14]([F:13])([F:24])[F:25])[CH:16]=3)=[CH:9][NH:8][C:5]2=[N:6][CH:7]=1. The yield is 0.710. (9) The product is [ClH:3].[ClH:3].[CH3:1][NH:2][CH2:4][C:5]1[NH:6][C:7]2[CH:13]=[CH:12][CH:11]=[CH:10][C:8]=2[N:9]=1. The reactants are [CH3:1][NH2:2].[Cl:3][CH2:4][C:5]1[NH:6][C:7]2[CH:13]=[CH:12][CH:11]=[CH:10][C:8]=2[N:9]=1. The yield is 0.130. The catalyst is CCOCC.CCO. (10) The reactants are [CH2:1]([C:3]1[CH:8]=[CH:7][C:6]([C@H:9]2[CH2:14][C@@H:13]([C:15]([F:18])([F:17])[F:16])[N:12]3[N:19]=[CH:20][C:21]([C:22]([OH:24])=O)=[C:11]3[NH:10]2)=[CH:5][CH:4]=1)[CH3:2].CN(C(ON1N=NC2C=CC=NC1=2)=[N+](C)C)C.F[P-](F)(F)(F)(F)F.C(N(CC)C(C)C)(C)C.[F:58][C:59]1[CH:66]=[CH:65][C:62]([CH2:63][NH2:64])=[CH:61][C:60]=1[CH3:67]. No catalyst specified. The product is [CH2:1]([C:3]1[CH:4]=[CH:5][C:6]([C@H:9]2[CH2:14][C@@H:13]([C:15]([F:18])([F:16])[F:17])[N:12]3[N:19]=[CH:20][C:21]([C:22]([NH:64][CH2:63][C:62]4[CH:65]=[CH:66][C:59]([F:58])=[C:60]([CH3:67])[CH:61]=4)=[O:24])=[C:11]3[NH:10]2)=[CH:7][CH:8]=1)[CH3:2]. The yield is 0.525.